From a dataset of Reaction yield outcomes from USPTO patents with 853,638 reactions. Predict the reaction yield, written as a fraction of the theoretical maximum amount of product (1.0 means a 100% yield; for example, 0.34 means a 34% yield). The reactants are Cl[C:2]1[CH:7]=[CH:6][C:5]([N+:8]([O-:10])=[O:9])=[CH:4][CH:3]=1.[NH:11]1[C:15]2[CH:16]=[CH:17][CH:18]=[CH:19][C:14]=2[N:13]=[N:12]1.C(=O)([O-])[O-].[K+].[K+]. The catalyst is CN1C(=O)CCC1. The product is [N+:8]([C:5]1[CH:6]=[CH:7][C:2]([N:12]2[N:13]=[C:14]3[CH:19]=[CH:18][CH:17]=[CH:16][C:15]3=[N:11]2)=[CH:3][CH:4]=1)([O-:10])=[O:9]. The yield is 0.300.